This data is from Reaction yield outcomes from USPTO patents with 853,638 reactions. The task is: Predict the reaction yield, written as a fraction of the theoretical maximum amount of product (1.0 means a 100% yield; for example, 0.34 means a 34% yield). (1) The reactants are C(N(CC)CC)C.[N:8]1([C:14]([O:16][C:17]([CH3:20])([CH3:19])[CH3:18])=[O:15])[CH2:13][CH2:12][NH:11][CH2:10][CH2:9]1.Cl[C:22]1[C:23]2[C@H:30]([CH3:31])[CH2:29][CH2:28][C:24]=2[N:25]=[CH:26][N:27]=1.C(OCC)(=O)C. The catalyst is CCCCO. The product is [CH3:31][C@H:30]1[C:23]2[C:22]([N:11]3[CH2:12][CH2:13][N:8]([C:14]([O:16][C:17]([CH3:20])([CH3:19])[CH3:18])=[O:15])[CH2:9][CH2:10]3)=[N:27][CH:26]=[N:25][C:24]=2[CH2:28][CH2:29]1. The yield is 0.741. (2) The reactants are Cl[C:2]1[N:7]=[C:6]([NH:8][C:9]2[CH:14]=[CH:13][C:12]([N:15]3[CH:19]=[C:18]([CH3:20])[N:17]=[CH:16]3)=[C:11]([O:21][CH3:22])[CH:10]=2)[CH:5]=[CH:4][CH:3]=1.[CH2:23]([O-:25])[CH3:24].[Na+].C(O)C. The catalyst is O. The product is [CH2:23]([O:25][C:2]1[N:7]=[C:6]([NH:8][C:9]2[CH:14]=[CH:13][C:12]([N:15]3[CH:19]=[C:18]([CH3:20])[N:17]=[CH:16]3)=[C:11]([O:21][CH3:22])[CH:10]=2)[CH:5]=[CH:4][CH:3]=1)[CH3:24]. The yield is 0.390. (3) The reactants are [CH3:1][C:2](=[N:6][OH:7])[C:3](=[O:5])[CH3:4].[Br:8][C:9]1[CH:16]=[CH:15][C:12]([CH:13]=O)=[CH:11][CH:10]=1. The catalyst is C(O)(=O)C. The product is [Br:8][C:9]1[CH:16]=[CH:15][C:12]([C:13]2[O:5][C:3]([CH3:4])=[C:2]([CH3:1])[N+:6]=2[O-:7])=[CH:11][CH:10]=1. The yield is 0.740. (4) The reactants are Br[C:2]1[CH:7]=[CH:6][C:5]([O:8][CH:9]([F:11])[F:10])=[CH:4][CH:3]=1.[CH3:12][C:13]1([CH3:29])[C:17]([CH3:19])([CH3:18])[O:16][B:15]([B:15]2[O:16][C:17]([CH3:19])([CH3:18])[C:13]([CH3:29])([CH3:12])[O:14]2)[O:14]1.C([O-])(=O)C.[K+]. The catalyst is CN(C)C=O.C(OCC)(=O)C.C1C=CC(P(C2C=CC=CC=2)[C-]2C=CC=C2)=CC=1.C1C=CC(P(C2C=CC=CC=2)[C-]2C=CC=C2)=CC=1.Cl[Pd]Cl.[Fe+2]. The product is [F:10][CH:9]([F:11])[O:8][C:5]1[CH:6]=[CH:7][C:2]([B:15]2[O:16][C:17]([CH3:19])([CH3:18])[C:13]([CH3:29])([CH3:12])[O:14]2)=[CH:3][CH:4]=1. The yield is 0.580. (5) The reactants are [F:1][C:2]1[CH:15]=[CH:14][C:5]([CH2:6][S:7]([CH2:10][C:11](O)=O)(=[O:9])=[O:8])=[CH:4][CH:3]=1.[F:16][C:17]1[CH:24]=[CH:23][C:20](C=O)=[CH:19][CH:18]=1. No catalyst specified. The product is [F:1][C:2]1[CH:15]=[CH:14][C:5]([CH2:6][S:7](/[CH:10]=[CH:11]/[C:20]2[CH:23]=[CH:24][C:17]([F:16])=[CH:18][CH:19]=2)(=[O:9])=[O:8])=[CH:4][CH:3]=1. The yield is 0.730.